This data is from NCI-60 drug combinations with 297,098 pairs across 59 cell lines. The task is: Regression. Given two drug SMILES strings and cell line genomic features, predict the synergy score measuring deviation from expected non-interaction effect. (1) Synergy scores: CSS=-1.71, Synergy_ZIP=1.10, Synergy_Bliss=2.62, Synergy_Loewe=-1.35, Synergy_HSA=-0.382. Drug 1: CN(C)N=NC1=C(NC=N1)C(=O)N. Drug 2: CC1=C(C=C(C=C1)C(=O)NC2=CC(=CC(=C2)C(F)(F)F)N3C=C(N=C3)C)NC4=NC=CC(=N4)C5=CN=CC=C5. Cell line: NCI-H226. (2) Drug 2: CC12CCC3C(C1CCC2O)C(CC4=C3C=CC(=C4)O)CCCCCCCCCS(=O)CCCC(C(F)(F)F)(F)F. Cell line: KM12. Synergy scores: CSS=33.1, Synergy_ZIP=1.60, Synergy_Bliss=4.45, Synergy_Loewe=-26.4, Synergy_HSA=2.24. Drug 1: CCN(CC)CCNC(=O)C1=C(NC(=C1C)C=C2C3=C(C=CC(=C3)F)NC2=O)C. (3) Drug 1: CN1CCC(CC1)COC2=C(C=C3C(=C2)N=CN=C3NC4=C(C=C(C=C4)Br)F)OC. Drug 2: CN1C2=C(C=C(C=C2)N(CCCl)CCCl)N=C1CCCC(=O)O.Cl. Cell line: MDA-MB-435. Synergy scores: CSS=3.83, Synergy_ZIP=1.80, Synergy_Bliss=7.59, Synergy_Loewe=0.430, Synergy_HSA=3.65. (4) Drug 1: CC1=C2C(C(=O)C3(C(CC4C(C3C(C(C2(C)C)(CC1OC(=O)C(C(C5=CC=CC=C5)NC(=O)OC(C)(C)C)O)O)OC(=O)C6=CC=CC=C6)(CO4)OC(=O)C)O)C)O. Drug 2: C1CNP(=O)(OC1)N(CCCl)CCCl. Cell line: SR. Synergy scores: CSS=52.6, Synergy_ZIP=-2.07, Synergy_Bliss=-6.74, Synergy_Loewe=-66.1, Synergy_HSA=-5.70. (5) Drug 2: CN(CC1=CN=C2C(=N1)C(=NC(=N2)N)N)C3=CC=C(C=C3)C(=O)NC(CCC(=O)O)C(=O)O. Drug 1: CC1=C2C(C(=O)C3(C(CC4C(C3C(C(C2(C)C)(CC1OC(=O)C(C(C5=CC=CC=C5)NC(=O)OC(C)(C)C)O)O)OC(=O)C6=CC=CC=C6)(CO4)OC(=O)C)O)C)O. Cell line: OVCAR-5. Synergy scores: CSS=45.2, Synergy_ZIP=0.382, Synergy_Bliss=0.161, Synergy_Loewe=-17.8, Synergy_HSA=0.238. (6) Drug 1: CN(CCCl)CCCl.Cl. Drug 2: C1CC(=O)NC(=O)C1N2C(=O)C3=CC=CC=C3C2=O. Cell line: MOLT-4. Synergy scores: CSS=61.5, Synergy_ZIP=-3.36, Synergy_Bliss=-8.26, Synergy_Loewe=-37.6, Synergy_HSA=-10.0. (7) Drug 1: CCCS(=O)(=O)NC1=C(C(=C(C=C1)F)C(=O)C2=CNC3=C2C=C(C=N3)C4=CC=C(C=C4)Cl)F. Drug 2: CCC(=C(C1=CC=CC=C1)C2=CC=C(C=C2)OCCN(C)C)C3=CC=CC=C3.C(C(=O)O)C(CC(=O)O)(C(=O)O)O. Cell line: SF-539. Synergy scores: CSS=-0.131, Synergy_ZIP=-0.743, Synergy_Bliss=0.221, Synergy_Loewe=-0.359, Synergy_HSA=0.0827.